From a dataset of Antibody developability classification from SAbDab with 2,409 antibodies. Regression/Classification. Given an antibody's heavy chain and light chain sequences, predict its developability. TAP uses regression for 5 developability metrics; SAbDab uses binary classification. (1) The antibody is ['QVTLRESGPALVKPTQTLTLTCTVSGFSLSAYSVNWIRQPPGKALEWLAMIWGDGKIVYNSALKSRLTISKDTSKNQVVLTMTNMDPVDTATYYCAGDGYYPYAMDNWGQGSLVTVSS', 'DIVMTQSPDSLSVSLGERATINCRASKSVDSYGNSFMHWYQQKPGQPPKLLIYLASNLESGVPDRFSGSGSGTDFTLTISSLQAEDVAVYYCQQNNEDPRTFGGGTKVEIK']. Result: 0 (not developable). (2) The antibody is ['EGQLVQSGAELKKPGASVKISCKTSGYRFNFYHINWIRQTAGRGPEWMGWISPYSGDKNLAPAFQDRVIMTTDTEVPVTSFTSTGAAYMEIRNLKFDDTGTYFCAKGLLRDGSSTWLPYLWGQGTLLTVSS', 'QSVLTQSASVSGSLGQSVTISCTGPNSVCCSHKSISWYQWPPGRAPTLIIYEDNERAPGISPRFSGYKSYWSAYLTISDLRPEDETTYYCCSYTHNSGCVFGTGTKVSVL']. Result: 0 (not developable). (3) The antibody is ['EVQLQQSGAELVKPGASVKLSCTASGFNIKDTYMHWVKQKPEQGLEWIAQIDPANGNTKYDPKFQGKATITADTSSNTAYLHLSSLTSEDSAVYYCAADPPYYGHGDYWGQGTTLTVSS', 'DIVLTQSPAIMSASLGERVTMTCTASSSVSSSNLHWYQQKPGSSPKLWIYSTSNLASGVPARFSGSGSGTSYSLTISSMEAEDAATYYCHQYHRSPYTFGGGTKLEIK']. Result: 0 (not developable). (4) Result: 0 (not developable). The antibody is ['QVQLVESGGGVVQPGRSLRLSCAASGFTFSSYGMHWVRQAPGKGLEWVAFIRYDGSNKYYADSVKGRFTISRDNSKNTLYLQMNSLRAEDTAVYYCKTHGSHDNWGQGTMVTVSS', 'QSVLTQPPSVSGAPGQRVTISCSGSRSNIGSNTVKWYQQLPGTAPKLLIYYNDQRPSGVPDRFSGSKSGTSASLAITGLQAEDEADYYCQSYDRYTHPALLFGTGTKVTVL']. (5) The antibody is ['2r2e', 'DIVMSQSPSSLAVSAGEKVTMSCKSSQSLLNSRTRKNYLAWYQQKPGQSPKLLIYWASTRESGVPDRFTGSGSGTDFTLTITSVQAEDLAVYYCKQSYNLRTFGGGTKLEIK']. Result: 1 (developable). (6) The antibody is ['KVQLQQSGAELVKPGASVKLSCKASGYTFTEYFIHWVKQRSGQGLEWIGWFYPGSGSLNYNGKFKDKATFTADKSSSTVYLELSRLTSEDSAVYFCASHAYDKEPYWGQGTLVTVSA', 'DVLMTQTPLSLPVSLGDQASISCRSSQSIVHSNGNTYLEWYLQKPGQSPKLLIYKVSNRFSGVPDRFSGSGSGTDFTLKINRVEAEDLGIYYCLQGSHVPLTFGAGTTLELK']. Result: 0 (not developable). (7) The antibody is ['QVQLVQSGAEVKKPGAPVKVSCETSGYRFSDYNVHWVRQAPGQGPEWIGRISPNSGGTKYAQKFQGRVTMTRDMSMNTAYMELSGLRSDDTAVYYCVRGHCDGTTCSRAYWGQGTLVTVSS', 'DVVMTQSPLSLPVTPGEPASISCRSSQSLLHRSGHKYLHWYLQRPGQSPQVLIYLGSNRASGVPDRFSGSGSGTDFTLKISRVEAEDVGLYYCMQTLQTPWTFGQGTKVEIK']. Result: 1 (developable). (8) The antibody is ['QVQLVQSGAEVKKPGASVKVSCKASGYTFTSYAIHWVRQAPGQRLEWMGWIKAGNGNTRYSQKFQDRVTITRDTSTTTAYMELSSLRSEDTAVYYCALLTVLTPDDAFDIWGQGTMVTVSS', 'DIVMTQSPDSLAVSLGERATINCKSSQSVLYSSNNKNYLAWYQQKPGQPPNLLIYWASTRQSGVPDRFSGSGSGTDFTLTISSLQAEDVAVYYCHQYYSSPLTFGGGTKVEIK']. Result: 1 (developable). (9) The antibody is ['DVQLEQSGPGLVKPSQSLSLTCTVTGYSITTDYAWNWIRQFPGNKLEWMGYISYTGSTTYNPSLKSRISITRDTSKNQFFLQLISVNAEDTATYYCARRGDYDYFDYWGQGTTLTVSS', 'DVVMTQSHKFMSTSVGDRVSITCRASQDVGPSVAWYQQKPGQSPRLLIYWASTRHTGVPDRFTGSGSETDFTLTIANVESEDLADYFCQQYSSYPLTFGAGTKLDLR']. Result: 1 (developable). (10) The antibody is ['EVMLVESGGGLVQPGNSLRLSCATSGFTFTDYYMSWVRQPPGKALEWLGFIRNKAKGYTTEYSASVKGRFTISRDNSQSILYLQMNTLRAEDSATYYCARDISPSYGVYYEGFAYWGQGTLVTVSA', 'DIVMTQSPSSLAVSAGEKVTMSCKSSQSLLNSRTRKNYLAWYQQKPGQSPKLLIYWASTRESGVPDRFTGSGSGTDFTLTISSVQAEDLAVYYCKQSNNLRTFGGGTKLEIK']. Result: 1 (developable).